This data is from Forward reaction prediction with 1.9M reactions from USPTO patents (1976-2016). The task is: Predict the product of the given reaction. (1) The product is: [CH:10]1([C:2]2[CH:7]=[CH:6][N:5]=[C:4]([C:8]#[N:9])[CH:3]=2)[CH2:12][CH2:11]1. Given the reactants Cl[C:2]1[CH:7]=[CH:6][N:5]=[C:4]([C:8]#[N:9])[CH:3]=1.[CH:10]1(B(O)O)[CH2:12][CH2:11]1.C(=O)([O-])[O-].[K+].[K+].C1(C)C=CC=CC=1, predict the reaction product. (2) Given the reactants [C:1]([O:8][CH2:9][CH3:10])(=[O:7])[C:2]([O:4]CC)=O.[O-]CC.[Na+].[CH3:15][C:16]1[CH:21]=[CH:20][N:19]=[C:18]([C:22](=[O:24])[CH3:23])[CH:17]=1.O, predict the reaction product. The product is: [CH2:9]([O:8][C:1](=[O:7])[C:2](=[O:4])[CH2:23][C:22]([C:18]1[CH:17]=[C:16]([CH3:15])[CH:21]=[CH:20][N:19]=1)=[O:24])[CH3:10]. (3) Given the reactants CC(C)([O-])C.[K+].[Br:7][C:8]1[CH:9]=[CH:10][C:11]([F:21])=[C:12]([C:14]2[CH2:18][CH:17]([CH2:19]Cl)[O:16][N:15]=2)[CH:13]=1, predict the reaction product. The product is: [Br:7][C:8]1[CH:9]=[CH:10][C:11]([F:21])=[C:12]([C:14]2[CH:18]3[CH:17]([CH2:19]3)[O:16][N:15]=2)[CH:13]=1. (4) The product is: [Cl:31][C:32]1[CH:33]=[C:34]([S:38]([NH:29][C:25]2[CH:24]=[C:23]([C:20]3[CH:19]=[CH:18][C:17]([C:15]([NH:14][C@@H:7]([CH2:8][OH:9])[C:6]([OH:5])=[O:30])=[O:16])=[CH:22][CH:21]=3)[CH:28]=[CH:27][CH:26]=2)(=[O:40])=[O:39])[S:35][C:36]=1[Cl:37]. Given the reactants C([O:5][C:6](=[O:30])[C@@H:7]([NH:14][C:15]([C:17]1[CH:22]=[CH:21][C:20]([C:23]2[CH:28]=[CH:27][CH:26]=[C:25]([NH2:29])[CH:24]=2)=[CH:19][CH:18]=1)=[O:16])[CH2:8][O:9]C(C)(C)C)(C)(C)C.[Cl:31][C:32]1[CH:33]=[C:34]([S:38](Cl)(=[O:40])=[O:39])[S:35][C:36]=1[Cl:37], predict the reaction product.